From a dataset of Forward reaction prediction with 1.9M reactions from USPTO patents (1976-2016). Predict the product of the given reaction. (1) Given the reactants Cl.[NH2:2][CH2:3][CH2:4][C:5]1[CH:10]=[CH:9][C:8]([C:11]2[CH:27]=[CH:26][C:14]([O:15][CH:16]([CH3:25])[CH2:17][NH:18][S:19]([CH:22]([CH3:24])[CH3:23])(=[O:21])=[O:20])=[CH:13][CH:12]=2)=[CH:7][CH:6]=1.C(N(CC)CC)C.[CH3:35][CH:36]([S:38](Cl)(=[O:40])=[O:39])[CH3:37], predict the reaction product. The product is: [CH3:24][CH:22]([S:19]([NH:18][CH2:17][CH:16]([O:15][C:14]1[CH:26]=[CH:27][C:11]([C:8]2[CH:7]=[CH:6][C:5]([CH2:4][CH2:3][NH:2][S:38]([CH:36]([CH3:37])[CH3:35])(=[O:40])=[O:39])=[CH:10][CH:9]=2)=[CH:12][CH:13]=1)[CH3:25])(=[O:21])=[O:20])[CH3:23]. (2) The product is: [Br:1][C:2]1[CH:3]=[CH:4][C:5]2[C:11]3[S:12][C:13]([C:15]4[N:16]([C:17]5[CH:22]=[CH:21][CH:20]=[CH:19][C:18]=5[Cl:23])[N:27]=[N:25][N:24]=4)=[CH:14][C:10]=3[CH2:9][CH2:8][O:7][C:6]=2[CH:26]=1. Given the reactants [Br:1][C:2]1[CH:3]=[CH:4][C:5]2[C:11]3[S:12][C:13]([C:15](=[N:24][NH2:25])[NH:16][C:17]4[CH:22]=[CH:21][CH:20]=[CH:19][C:18]=4[Cl:23])=[CH:14][C:10]=3[CH2:9][CH2:8][O:7][C:6]=2[CH:26]=1.[N:27]([O-])=O.[Na+].[OH-].[Na+], predict the reaction product. (3) Given the reactants [CH2:1]([O:5][C:6](=[O:30])[CH2:7][CH:8]1[C:17]2[C:12](=[C:13]([CH3:22])[C:14]([C:18]([NH:20][OH:21])=[NH:19])=[CH:15][CH:16]=2)[CH2:11][CH2:10][N:9]1[C:23]([O:25][C:26]([CH3:29])([CH3:28])[CH3:27])=[O:24])[CH2:2][CH2:3][CH3:4].C(N(CC)CC)C.[C:38]([C:40]1[CH:41]=[C:42]([CH:46]=[CH:47][C:48]=1[O:49][CH:50]([CH3:52])[CH3:51])[C:43](Cl)=O)#[N:39], predict the reaction product. The product is: [CH2:1]([O:5][C:6](=[O:30])[CH2:7][CH:8]1[C:17]2[C:12](=[C:13]([CH3:22])[C:14]([C:18]3[N:19]=[C:43]([C:42]4[CH:46]=[CH:47][C:48]([O:49][CH:50]([CH3:52])[CH3:51])=[C:40]([C:38]#[N:39])[CH:41]=4)[O:21][N:20]=3)=[CH:15][CH:16]=2)[CH2:11][CH2:10][N:9]1[C:23]([O:25][C:26]([CH3:29])([CH3:28])[CH3:27])=[O:24])[CH2:2][CH2:3][CH3:4]. (4) Given the reactants C([O:8][C:9]1[CH:14]=[CH:13][C:12]([CH2:15][CH2:16][C:17]([CH3:27])([S:23]([CH3:26])(=[O:25])=[O:24])[C:18]([O:20][CH2:21][CH3:22])=[O:19])=[CH:11][CH:10]=1)C1C=CC=CC=1.C1CCCCC=1, predict the reaction product. The product is: [OH:8][C:9]1[CH:10]=[CH:11][C:12]([CH2:15][CH2:16][C:17]([CH3:27])([S:23]([CH3:26])(=[O:25])=[O:24])[C:18]([O:20][CH2:21][CH3:22])=[O:19])=[CH:13][CH:14]=1. (5) Given the reactants [Li+].[Br-].[C:3]([O:7][C:8]([N:10]1[C:18]2[C:13](=[CH:14][CH:15]=[C:16](Cl)[CH:17]=2)[C:12]2([CH2:22][N:21]([C:23](=[O:25])[CH3:24])[CH2:20]2)[CH2:11]1)=[O:9])([CH3:6])([CH3:5])[CH3:4].[Br-].[CH2:27]([Zn+])[C:28]1[CH:33]=[CH:32][CH:31]=[CH:30][CH:29]=1, predict the reaction product. The product is: [C:3]([O:7][C:8]([N:10]1[C:18]2[C:13](=[CH:14][CH:15]=[C:16]([CH2:27][C:28]3[CH:33]=[CH:32][CH:31]=[CH:30][CH:29]=3)[CH:17]=2)[C:12]2([CH2:22][N:21]([C:23](=[O:25])[CH3:24])[CH2:20]2)[CH2:11]1)=[O:9])([CH3:6])([CH3:5])[CH3:4]. (6) Given the reactants [CH:1]1([C:4]2[NH:5][C:6]([NH2:9])=[N:7][N:8]=2)[CH2:3][CH2:2]1.[C:10]([C:12]1[CH:17]=[CH:16][CH:15]=[CH:14][C:13]=1[C:18]1[CH:23]=[CH:22][C:21]([CH2:24][CH:25]([C:31](=O)[CH2:32][CH2:33][CH3:34])[C:26](OCC)=[O:27])=[CH:20][CH:19]=1)#[N:11], predict the reaction product. The product is: [CH:1]1([C:4]2[N:5]=[C:6]3[NH:9][C:26](=[O:27])[C:25]([CH2:24][C:21]4[CH:22]=[CH:23][C:18]([C:13]5[C:12]([C:10]#[N:11])=[CH:17][CH:16]=[CH:15][CH:14]=5)=[CH:19][CH:20]=4)=[C:31]([CH2:32][CH2:33][CH3:34])[N:7]3[N:8]=2)[CH2:3][CH2:2]1. (7) Given the reactants Cl[C:2]1[CH:7]=[N:6][CH:5]=[C:4]([Cl:8])[N:3]=1.[CH3:9][NH:10][CH3:11].C([O-])([O-])=O.[K+].[K+], predict the reaction product. The product is: [Cl:8][C:4]1[N:3]=[C:2]([N:10]([CH3:11])[CH3:9])[CH:7]=[N:6][CH:5]=1. (8) Given the reactants [CH3:1][O:2][C:3]1[CH:4]=[C:5]([CH:11]([NH2:13])[CH3:12])[CH:6]=[C:7]([O:9][CH3:10])[CH:8]=1.F[C:15]1[CH:20]=[C:19]([F:21])[CH:18]=[CH:17][C:16]=1[N+:22]([O-:24])=[O:23].C(N(CC)C(C)C)(C)C, predict the reaction product. The product is: [F:21][C:19]1[CH:18]=[CH:17][C:16]([N+:22]([O-:24])=[O:23])=[C:15]([NH:13][CH:11]([C:5]2[CH:6]=[C:7]([O:9][CH3:10])[CH:8]=[C:3]([O:2][CH3:1])[CH:4]=2)[CH3:12])[CH:20]=1.